This data is from Reaction yield outcomes from USPTO patents with 853,638 reactions. The task is: Predict the reaction yield, written as a fraction of the theoretical maximum amount of product (1.0 means a 100% yield; for example, 0.34 means a 34% yield). The reactants are [N:1]1[CH:6]=[CH:5][CH:4]=[CH:3][C:2]=1[C:7]([C:9]1[S:13][C:12]([NH2:14])=[N:11][C:10]=1[C:15]1[O:16][CH:17]=[CH:18][CH:19]=1)=[O:8].[C:20](O)(=[O:27])[C:21]1[CH:26]=[CH:25][N:24]=[CH:23][CH:22]=1.CCN=C=NCCCN(C)C.Cl.O.ON1C2C=CC=CC=2N=N1. The catalyst is CN(C=O)C.O. The product is [O:16]1[CH:17]=[CH:18][CH:19]=[C:15]1[C:10]1[N:11]=[C:12]([NH:14][C:20]([C:21]2[CH:26]=[CH:25][N:24]=[CH:23][CH:22]=2)=[O:27])[S:13][C:9]=1[C:7]([C:2]1[CH:3]=[CH:4][CH:5]=[CH:6][N:1]=1)=[O:8]. The yield is 0.720.